This data is from Full USPTO retrosynthesis dataset with 1.9M reactions from patents (1976-2016). The task is: Predict the reactants needed to synthesize the given product. (1) Given the product [C:16]([O:20][C:21](=[O:22])[NH:15][C@@H:10]1[CH2:11][CH2:12][CH2:13][CH2:14][C@H:9]1[O:8][CH2:1][C:2]1[CH:7]=[CH:6][CH:5]=[CH:4][CH:3]=1)([CH3:19])([CH3:18])[CH3:17], predict the reactants needed to synthesize it. The reactants are: [CH2:1]([O:8][CH:9]1[CH2:14][CH2:13][CH2:12][CH2:11][CH:10]1[NH2:15])[C:2]1[CH:7]=[CH:6][CH:5]=[CH:4][CH:3]=1.[C:16]([O:20][C:21](O[C:21]([O:20][C:16]([CH3:19])([CH3:18])[CH3:17])=[O:22])=[O:22])([CH3:19])([CH3:18])[CH3:17].C(N(CC)CC)C. (2) Given the product [CH:1]1([CH:7]2[N:12]([CH2:7][C:1]3[CH:6]=[CH:5][C:4]([O:20][CH3:19])=[CH:3][CH:2]=3)[C:11](=[O:13])[CH2:10][O:9][CH2:8]2)[CH2:2][CH2:3][CH2:4][CH2:5][CH2:6]1, predict the reactants needed to synthesize it. The reactants are: [CH:1]1([CH:7]2[NH:12][C:11](=[O:13])[CH2:10][O:9][CH2:8]2)[CH2:6][CH2:5][CH2:4][CH2:3][CH2:2]1.[H-].[Na+].CN([CH:19]=[O:20])C. (3) Given the product [CH:63]1([CH2:66][C:67]([N:1]2[CH2:6][CH2:5][CH:4]([N:7]3[CH:11]=[C:10]([C:12]4[CH:17]=[N:16][N:15]5[C:18]([C:21]6[CH:22]=[C:23]([NH:27][C:28]([NH:30][CH2:31][C:32]([F:33])([F:35])[F:34])=[O:29])[CH:24]=[CH:25][CH:26]=6)=[CH:19][N:20]=[C:14]5[CH:13]=4)[CH:9]=[N:8]3)[CH2:3][CH2:2]2)=[O:68])[CH2:65][CH2:64]1, predict the reactants needed to synthesize it. The reactants are: [NH:1]1[CH2:6][CH2:5][CH:4]([N:7]2[CH:11]=[C:10]([C:12]3[CH:17]=[N:16][N:15]4[C:18]([C:21]5[CH:22]=[C:23]([NH:27][C:28]([NH:30][CH2:31][C:32]([F:35])([F:34])[F:33])=[O:29])[CH:24]=[CH:25][CH:26]=5)=[CH:19][N:20]=[C:14]4[CH:13]=3)[CH:9]=[N:8]2)[CH2:3][CH2:2]1.F[P-](F)(F)(F)(F)F.N1(O[P+](N(C)C)(N(C)C)N(C)C)C2C=CC=CC=2N=N1.[CH:63]1([CH2:66][C:67](O)=[O:68])[CH2:65][CH2:64]1.C(N(CC)C(C)C)(C)C.